From a dataset of Forward reaction prediction with 1.9M reactions from USPTO patents (1976-2016). Predict the product of the given reaction. (1) Given the reactants [OH:1][C:2]1[CH:6]([CH2:7][CH2:8][CH2:9][C:10]2[CH:15]=[CH:14][CH:13]=[CH:12][CH:11]=2)[O:5][C:4](=[O:16])[CH:3]=1.CCN(CC)CC.C(Cl)CCl.[CH:28]1([C:34](O)=[O:35])[CH2:33][CH2:32][CH2:31][CH2:30][CH2:29]1.Cl.[Na+].[Cl-], predict the reaction product. The product is: [CH2:31]1[CH2:32][CH2:33][CH:28]([C:34]([C:3]2[C:4](=[O:16])[O:5][CH:6]([CH2:7][CH2:8][CH2:9][C:10]3[CH:15]=[CH:14][CH:13]=[CH:12][CH:11]=3)[C:2]=2[OH:1])=[O:35])[CH2:29][CH2:30]1. (2) Given the reactants [CH2:1]([O:3][C:4]1[CH:5]=[C:6]([C:10]2[S:11][CH:12]=[CH:13][CH:14]=2)[CH:7]=[CH:8][CH:9]=1)[CH3:2].[Br:15][C:16]1[CH:17]=[CH:18][C:19]([Cl:24])=[C:20]([CH:23]=1)[CH:21]=O, predict the reaction product. The product is: [Br:15][C:16]1[CH:17]=[CH:18][C:19]([Cl:24])=[C:20]([CH2:21][C:12]2[S:11][C:10]([C:6]3[CH:7]=[CH:8][CH:9]=[C:4]([O:3][CH2:1][CH3:2])[CH:5]=3)=[CH:14][CH:13]=2)[CH:23]=1. (3) Given the reactants [C:1]1([CH:8]=[CH:7][C:5]([OH:6])=[CH:4][CH:3]=1)[OH:2].[C:9](=[O:12])([O-])[O-].[K+].[K+].CC(N(C)C)=[O:17].F[C:22]1[CH:36]=[CH:35][C:25]([C:26]([C:28]2[CH:33]=[CH:32][C:31](F)=[CH:30][CH:29]=2)=[O:27])=[CH:24][CH:23]=1.[C:37]1(C)[CH:42]=[CH:41]C=[CH:39][CH:38]=1, predict the reaction product. The product is: [OH:2][C:1]1[CH:8]=[CH:7][C:5]([O:6][C:22]2[CH:36]=[CH:35][C:25]([C:26]([C:28]3[CH:33]=[CH:32][C:31]([O:17][C:37]4[CH:42]=[CH:41][C:9]([OH:12])=[CH:39][CH:38]=4)=[CH:30][CH:29]=3)=[O:27])=[CH:24][CH:23]=2)=[CH:4][CH:3]=1. (4) Given the reactants [CH3:1][O:2][C:3]([C:5]1[C:6]([Cl:13])=[N:7][C:8]([Cl:12])=[CH:9][C:10]=1[CH3:11])=[O:4].[Br:14]N1C(=O)CCC1=O.C(O)(=O)C, predict the reaction product. The product is: [CH3:1][O:2][C:3]([C:5]1[C:6]([Cl:13])=[N:7][C:8]([Cl:12])=[CH:9][C:10]=1[CH2:11][Br:14])=[O:4].